From a dataset of Full USPTO retrosynthesis dataset with 1.9M reactions from patents (1976-2016). Predict the reactants needed to synthesize the given product. (1) Given the product [Cl:17][C:6]1[C:7]([N:8]([CH3:19])[C:9](=[O:16])[C:10]2[CH:15]=[CH:14][CH:13]=[CH:12][CH:11]=2)=[C:2]([Cl:1])[N:3]=[CH:4][N:5]=1, predict the reactants needed to synthesize it. The reactants are: [Cl:1][C:2]1[C:7]([NH:8][C:9](=[O:16])[C:10]2[CH:15]=[CH:14][CH:13]=[CH:12][CH:11]=2)=[C:6]([Cl:17])[N:5]=[CH:4][N:3]=1.O1CCC[CH2:19]1.C(=O)([O-])[O-].[Cs+].[Cs+].CI. (2) The reactants are: Cl[C:2]1[C:11]2[C:6](=[CH:7][C:8]([O:12][CH3:13])=[CH:9][CH:10]=2)[CH:5]=[C:4]([NH:14][C:15]2[CH:19]=[C:18]([CH3:20])[NH:17][N:16]=2)[N:3]=1.[CH3:21][OH:22]. Given the product [CH3:21][O:22][C:2]1[C:11]2[C:6](=[CH:7][C:8]([O:12][CH3:13])=[CH:9][CH:10]=2)[CH:5]=[C:4]([NH:14][C:15]2[CH:19]=[C:18]([CH3:20])[NH:17][N:16]=2)[N:3]=1, predict the reactants needed to synthesize it. (3) Given the product [CH2:24]([N:31]([CH2:44][CH2:45][C:46]1[N:23]([C@@H:16]2[CH2:15][C:14]3[C:19](=[C:20]([F:22])[CH:21]=[C:12]([F:11])[CH:13]=3)[O:18][CH2:17]2)[C:51](=[S:50])[NH:52][CH:47]=1)[S:32]([C:35]1[CH:40]=[CH:39][CH:38]=[CH:37][C:36]=1[N+:41]([O-:43])=[O:42])(=[O:34])=[O:33])[C:25]1[CH:30]=[CH:29][CH:28]=[CH:27][CH:26]=1, predict the reactants needed to synthesize it. The reactants are: O[C@H]([C@@H](O)C(O)=O)C(O)=O.[F:11][C:12]1[CH:13]=[C:14]2[C:19](=[C:20]([F:22])[CH:21]=1)[O:18][CH2:17][C@H:16]([NH2:23])[CH2:15]2.[CH2:24]([N:31]([CH2:44][CH2:45][C:46](=O)[CH2:47]O)[S:32]([C:35]1[CH:40]=[CH:39][CH:38]=[CH:37][C:36]=1[N+:41]([O-:43])=[O:42])(=[O:34])=[O:33])[C:25]1[CH:30]=[CH:29][CH:28]=[CH:27][CH:26]=1.[S-:50][C:51]#[N:52].[K+].C(=O)(O)[O-].[Na+]. (4) Given the product [C:5]([O:4][C:3]([N:2]([CH3:1])[C:10]1[N:11]=[C:12]([CH2:16][CH:17]2[CH2:18][CH2:19][N:20]([C:34]3[CH:35]=[CH:36][C:31]([CH2:30][C@@H:29]([C:38]([O:40][CH3:41])=[O:39])[NH:28][C:26](=[O:27])[C:25]4[C:42]([Cl:46])=[CH:43][CH:44]=[CH:45][C:24]=4[Cl:23])=[CH:32][CH:33]=3)[CH2:21][CH2:22]2)[CH:13]=[CH:14][CH:15]=1)=[O:9])([CH3:8])([CH3:6])[CH3:7], predict the reactants needed to synthesize it. The reactants are: [CH3:1][N:2]([C:10]1[CH:15]=[CH:14][CH:13]=[C:12]([CH2:16][CH:17]2[CH2:22][CH2:21][NH:20][CH2:19][CH2:18]2)[N:11]=1)[C:3](=[O:9])[O:4][C:5]([CH3:8])([CH3:7])[CH3:6].[Cl:23][C:24]1[CH:45]=[CH:44][CH:43]=[C:42]([Cl:46])[C:25]=1[C:26]([NH:28][C@H:29]([C:38]([O:40][CH3:41])=[O:39])[CH2:30][C:31]1[CH:36]=[CH:35][C:34](I)=[CH:33][CH:32]=1)=[O:27].C([O-])([O-])=O.[Cs+].[Cs+].N1CCC[C@H]1C(O)=O. (5) Given the product [Cl:80][C:81]1[C:86]([O:87][CH:88]2[CH2:1][CH2:2][N:3]([C:4](=[O:39])[CH2:6][NH:24][C:22]([C:19]3[CH:18]=[C:17]([C:14]4[CH:13]=[CH:12][C:11]([F:10])=[CH:16][CH:15]=4)[O:21][N:20]=3)=[O:23])[CH2:7][CH2:9]2)=[CH:85][CH:84]=[CH:83][N:82]=1, predict the reactants needed to synthesize it. The reactants are: [CH3:1][CH2:2][N:3]([CH:7]([CH3:9])C)[CH:4]([CH3:6])C.[F:10][C:11]1[CH:16]=[CH:15][C:14]([C:17]2[O:21][N:20]=[C:19]([C:22]([NH:24]CC(O)=O)=[O:23])[CH:18]=2)=[CH:13][CH:12]=1.C1(C2[O:39]N=C(C(NCC(O)=O)=O)C=2)C=CC=CC=1.FC1C=CC(C(=O)C)=CC=1.C1C=CC2N(O)N=NC=2C=1.CCN=C=NCCCN(C)C.Cl.Cl.[Cl:80][C:81]1[C:86]([O:87][CH:88]2CCNCC2)=[CH:85][CH:84]=[CH:83][N:82]=1.Cl.ClC1C=CC=CC=1OC1CCNCC1. (6) Given the product [C:9]([C:8]([CH3:12])([CH3:11])[C:4]1[CH:3]=[C:2]([B:13]([OH:18])[OH:14])[CH:7]=[CH:6][CH:5]=1)#[N:10], predict the reactants needed to synthesize it. The reactants are: Br[C:2]1[CH:3]=[C:4]([C:8]([CH3:12])([CH3:11])[C:9]#[N:10])[CH:5]=[CH:6][CH:7]=1.[B:13](OC(C)C)([O:18]C(C)C)[O:14]C(C)C.C([Li])(C)(C)C.